This data is from Catalyst prediction with 721,799 reactions and 888 catalyst types from USPTO. The task is: Predict which catalyst facilitates the given reaction. (1) Reactant: [CH3:1][O:2][C:3]1[CH:12]=[CH:11][C:10]([OH:13])=[CH:9][C:4]=1[C:5]([O:7]C)=[O:6].[OH-].[Na+].Cl. Product: [CH3:1][O:2][C:3]1[CH:12]=[CH:11][C:10]([OH:13])=[CH:9][C:4]=1[C:5]([OH:7])=[O:6]. The catalyst class is: 5. (2) Reactant: C([NH:4][C:5]1[C:6]([CH3:25])=[CH:7][C:8]([C:11]2[CH:12]=[C:13]([CH:20]=[C:21]([F:24])[C:22]=2[CH3:23])[C:14]([NH:16][CH:17]2[CH2:19][CH2:18]2)=[O:15])=[N:9][CH:10]=1)(=O)C.[N:26](OC(C)(C)C)=O.C1OCCOCCOCCOCCOCCOC1. Product: [CH:17]1([NH:16][C:14](=[O:15])[C:13]2[CH:12]=[C:11]([C:8]3[CH:7]=[C:6]4[CH:25]=[N:26][NH:4][C:5]4=[CH:10][N:9]=3)[C:22]([CH3:23])=[C:21]([F:24])[CH:20]=2)[CH2:19][CH2:18]1. The catalyst class is: 22. (3) Reactant: [CH3:1][O:2][C:3]([C:5]1[S:9][C:8]([C:10]2[CH:15]=[CH:14][C:13]([NH3+:16])=[CH:12][CH:11]=2)=[N:7][CH:6]=1)=[O:4].[Cl:17][C:18]1[C:22]([Cl:23])=[C:21]([CH3:24])[NH:20][C:19]=1[C:25](Cl)=[O:26]. Product: [Cl:17][C:18]1[C:22]([Cl:23])=[C:21]([CH3:24])[NH:20][C:19]=1[C:25]([NH:16][C:13]1[CH:14]=[CH:15][C:10]([C:8]2[S:9][C:5]([C:3]([O:2][CH3:1])=[O:4])=[CH:6][N:7]=2)=[CH:11][CH:12]=1)=[O:26]. The catalyst class is: 17. (4) Reactant: C([O-])=O.[NH4+].C1(C[N:12]2[CH2:16][CH2:15][CH:14]([C:17]([O:19][CH3:20])=[O:18])[CH2:13]2)C=CC=CC=1. Product: [NH:12]1[CH2:16][CH2:15][CH:14]([C:17]([O:19][CH3:20])=[O:18])[CH2:13]1. The catalyst class is: 43.